Dataset: Catalyst prediction with 721,799 reactions and 888 catalyst types from USPTO. Task: Predict which catalyst facilitates the given reaction. Reactant: [C:1]([C:3]1[CH:4]=[CH:5][C:6]([F:12])=[C:7]([CH:11]=1)C(Cl)=O)#[N:2].[C:13]([C:15]1C=CC(F)=[C:19]([CH:23]=1)[C:20](O)=O)#[N:14].C([N:27](CC)CC)C.[CH3:32][N:33](C)[CH:34]=[O:35]. Product: [N:14]1[CH:13]=[CH:15][CH:23]=[CH:19][C:20]=1[C:32]1[N:33]=[C:34]([C:7]2[CH:11]=[C:3]([C:1]#[N:2])[CH:4]=[CH:5][C:6]=2[F:12])[O:35][N:27]=1. The catalyst class is: 4.